This data is from Drug-target binding data from BindingDB using IC50 measurements. The task is: Regression. Given a target protein amino acid sequence and a drug SMILES string, predict the binding affinity score between them. We predict pIC50 (pIC50 = -log10(IC50 in M); higher means more potent). Dataset: bindingdb_ic50. The drug is Cc1ccc(CNC(=O)CCNS(=O)(=O)c2ccc3[nH]c(=O)oc3c2)cc1. The target protein (P24822) has sequence MQGPWVLLLLGLRLQLSLSVIPVEEENPAFWNKKAAEALDAAKKLQPIQTSAKNLIIFLGDGMGVPTVTATRILKGQLEGHLGPETPLAMDRFPYMALSKTYSVDRQVPDSASTATAYLCGVKTNYKTIGLSAAARFDQCNTTFGNEVFSVMYRAKKAGKSVGVVTTTRVQHASPSGTYVHTVNRNWYGDADMPASALREGCKDIATQLISNMDINVILGGGRKYMFPAGTPDPEYPNDANETGTRLDGRNLVQEWLSKHQGSQYVWNREQLIQKAQDPSVTYLMGLFEPVDTKFDIQRDPLMDPSLKDMTETAVKVLSRNPKGFYLFVEGGRIDRGHHLGTAYLALTEAVMFDLAIERASQLTSERDTLTIVTADHSHVFSFGGYTLRGTSIFGLAPLNALDGKPYTSILYGNGPGYVGTGERPNVTAAESSGSSYRRQAAVPVKSETHGGEDVAIFARGPQAHLVHGVQEQNYIAHVMASAGCLEPYTDCGLAPPADE.... The pIC50 is 4.0.